This data is from Catalyst prediction with 721,799 reactions and 888 catalyst types from USPTO. The task is: Predict which catalyst facilitates the given reaction. (1) Reactant: [CH3:1][O:2][C:3]1[CH:4]=[C:5]([C:25]([NH2:27])=O)[C:6]2[CH2:7][CH:8]([C:17]3[CH:22]=[CH:21][C:20]([O:23][CH3:24])=[CH:19][CH:18]=3)[CH:9]3[CH:14]([C:15]=2[CH:16]=1)[CH2:13][CH2:12][CH2:11][CH2:10]3.C(N(CC)CC)C.FC(F)(F)C(OC(=O)C(F)(F)F)=O. Product: [CH3:1][O:2][C:3]1[CH:4]=[C:5]([C:25]#[N:27])[C:6]2[CH2:7][CH:8]([C:17]3[CH:22]=[CH:21][C:20]([O:23][CH3:24])=[CH:19][CH:18]=3)[CH:9]3[CH:14]([C:15]=2[CH:16]=1)[CH2:13][CH2:12][CH2:11][CH2:10]3. The catalyst class is: 2. (2) Product: [F:18][P-:19]([F:24])([F:23])([F:22])([F:21])[F:20].[C:27]1([NH+:1]2[CH:11]=[C:10]([C:4]3[CH:9]=[CH:8][CH:7]=[CH:6][CH:5]=3)[N:3]([C:16]3[CH:14]=[CH:17][CH:8]=[CH:7][CH:6]=3)[NH:2]2)[CH:29]=[CH:9][CH:4]=[CH:5][CH:26]=1. Reactant: [NH:1]=[N:2][NH2:3].[C:4]1([C:10]#[CH:11])[CH:9]=[CH:8][CH:7]=[CH:6][CH:5]=1.ClO[C:14]([CH3:17])([CH3:16])C.[F:18][P-:19]([F:24])([F:23])([F:22])([F:21])[F:20].[K+].[CH3:26][C:27]([CH3:29])=O. The catalyst class is: 4. (3) Reactant: Cl[C:2]1[C:7]([N+:8]([O-:10])=[O:9])=[CH:6][C:5]([CH3:11])=[C:4]([CH3:12])[N:3]=1.[NH2:13][C:14]1[CH:19]=[CH:18][C:17]([CH2:20][CH2:21][OH:22])=[CH:16][CH:15]=1.N1C(C)=CC=CC=1C. Product: [CH3:11][C:5]1[CH:6]=[C:7]([N+:8]([O-:10])=[O:9])[C:2]([NH:13][C:14]2[CH:19]=[CH:18][C:17]([CH2:20][CH2:21][OH:22])=[CH:16][CH:15]=2)=[N:3][C:4]=1[CH3:12]. The catalyst class is: 133. (4) Reactant: [C:1]([CH2:4][N:5]1[C:13]2[C:8](=[CH:9][CH:10]=[CH:11][CH:12]=2)[C:7]([CH2:14][CH:15]([O:21][CH2:22][CH2:23][CH3:24])[C:16]([O:18][CH2:19][CH3:20])=[O:17])=[CH:6]1)(O)=[O:2].C(N(CC)CC)C.ClC(OCC)=O. Product: [OH:2][CH2:1][CH2:4][N:5]1[C:13]2[C:8](=[CH:9][CH:10]=[CH:11][CH:12]=2)[C:7]([CH2:14][CH:15]([O:21][CH2:22][CH2:23][CH3:24])[C:16]([O:18][CH2:19][CH3:20])=[O:17])=[CH:6]1. The catalyst class is: 7. (5) Reactant: [Li]CCCC.CCCCCC.[CH3:12][N:13]1[CH:17]=[CH:16][N:15]=[CH:14]1.Cl[Si](CC)(CC)CC.[Cl:26][C:27]1[N:36]=[C:35]([C:37]2[CH:42]=[CH:41][CH:40]=[C:39]([Cl:43])[CH:38]=2)[C:34]2[C:29](=[CH:30][CH:31]=[C:32]([C:44]([C:46]3[CH:51]=[CH:50][C:49]([F:52])=[CH:48][CH:47]=3)=[O:45])[CH:33]=2)[N:28]=1. Product: [Cl:26][C:27]1[N:36]=[C:35]([C:37]2[CH:42]=[CH:41][CH:40]=[C:39]([Cl:43])[CH:38]=2)[C:34]2[C:29](=[CH:30][CH:31]=[C:32]([C:44]([C:46]3[CH:47]=[CH:48][C:49]([F:52])=[CH:50][CH:51]=3)([C:17]3[N:13]([CH3:12])[CH:14]=[N:15][CH:16]=3)[OH:45])[CH:33]=2)[N:28]=1. The catalyst class is: 387. (6) Product: [Cl:1][C:2]1[CH:3]=[CH:4][C:5]([O:10][CH2:11][C:12]([N:14]2[CH2:19][C@H:18]([CH3:20])[N:17]([CH2:21][C:22]3[CH:27]=[CH:26][C:25]([F:28])=[CH:24][CH:23]=3)[CH2:16][C@H:15]2[CH3:29])=[O:13])=[C:6]([CH2:7][OH:8])[CH:9]=1. Reactant: [Cl:1][C:2]1[CH:3]=[CH:4][C:5]([O:10][CH2:11][C:12]([N:14]2[CH2:19][C@H:18]([CH3:20])[N:17]([CH2:21][C:22]3[CH:27]=[CH:26][C:25]([F:28])=[CH:24][CH:23]=3)[CH2:16][C@H:15]2[CH3:29])=[O:13])=[C:6]([CH:9]=1)[CH:7]=[O:8].[BH4-].[Na+].Cl.[OH-].[Na+]. The catalyst class is: 5. (7) Reactant: [H-].[Al+3].[Li+].[H-].[H-].[H-].[CH3:7][C:8]1[NH:9][C:10]2[C:15]([C:16]=1[CH:17]1[CH2:21][C:20](=O)[NH:19][C:18]1=O)=[CH:14][CH:13]=[CH:12][CH:11]=2.C(OCC)(=O)C.[OH-].[Na+]. Product: [CH3:7][C:8]1[NH:9][C:10]2[C:15]([C:16]=1[CH:17]1[CH2:21][CH2:20][NH:19][CH2:18]1)=[CH:14][CH:13]=[CH:12][CH:11]=2. The catalyst class is: 30. (8) Product: [Cl:1][C:2]1[CH:7]=[CH:6][C:5]([S:8]([N:19]2[CH2:20][CH2:21][N:16]([CH3:15])[CH2:17][CH2:18]2)(=[O:10])=[O:9])=[CH:4][C:3]=1[N+:12]([O-:14])=[O:13]. The catalyst class is: 2. Reactant: [Cl:1][C:2]1[CH:7]=[CH:6][C:5]([S:8](Cl)(=[O:10])=[O:9])=[CH:4][C:3]=1[N+:12]([O-:14])=[O:13].[CH3:15][N:16]1[CH2:21][CH2:20][NH:19][CH2:18][CH2:17]1.C(N(CC)CC)C. (9) Reactant: [N+:1]([C:4]1[CH:5]=[C:6]([NH:10][C:11]2[C:15]3[CH:16]=[CH:17][CH:18]=[C:19]([C:20]4[CH:25]=[CH:24][CH:23]=[CH:22][CH:21]=4)[C:14]=3[O:13][N:12]=2)[CH:7]=[CH:8][CH:9]=1)([O-])=O.[H][H]. Product: [C:20]1([C:19]2[C:14]3[O:13][N:12]=[C:11]([NH:10][C:6]4[CH:7]=[CH:8][CH:9]=[C:4]([NH2:1])[CH:5]=4)[C:15]=3[CH:16]=[CH:17][CH:18]=2)[CH:21]=[CH:22][CH:23]=[CH:24][CH:25]=1. The catalyst class is: 541. (10) Reactant: [Br:1][C:2]1[C:3](=[O:9])[NH:4][C:5](=[O:8])[NH:6][N:7]=1.C1(P(C2C=CC=CC=2)C2C=CC=CC=2)C=CC=CC=1.[F:29][C:30]1([F:41])[O:34][C:33]2[CH:35]=[CH:36][C:37]([CH2:39]O)=[CH:38][C:32]=2[O:31]1.N(C(OC(C)(C)C)=O)=NC(OC(C)(C)C)=O. Product: [Br:1][C:2]1[C:3](=[O:9])[N:4]([CH2:39][C:37]2[CH:36]=[CH:35][C:33]3[O:34][C:30]([F:41])([F:29])[O:31][C:32]=3[CH:38]=2)[C:5](=[O:8])[NH:6][N:7]=1. The catalyst class is: 232.